This data is from Rat liver microsome stability data. The task is: Regression/Classification. Given a drug SMILES string, predict its absorption, distribution, metabolism, or excretion properties. Task type varies by dataset: regression for continuous measurements (e.g., permeability, clearance, half-life) or binary classification for categorical outcomes (e.g., BBB penetration, CYP inhibition). Dataset: rlm. (1) The drug is O=C(Nc1ccc(OC(F)(F)Cl)cc1)c1cnc(N2CC[C@@H](O)C2)c(-c2cc[nH]n2)c1. The result is 0 (unstable in rat liver microsomes). (2) The drug is COC(=O)N(C)CC(O)CN1CCC(CNC(=O)c2cccc3[nH]c(C(C)C)nc23)CC1. The result is 0 (unstable in rat liver microsomes). (3) The drug is CC(C)NCc1ccc(-c2cc(-c3cccc(C(=O)NC(C)C)c3)[nH]n2)cc1. The result is 0 (unstable in rat liver microsomes). (4) The compound is Cc1ccc(-c2cc(C(=O)NCc3cnn(C)c3)c3cc(Br)ccc3n2)cc1. The result is 0 (unstable in rat liver microsomes). (5) The molecule is Fc1ccc(N2CCN(CCCc3c[nH]c4ccc(F)cc34)CC2)c(-c2ccccc2)c1. The result is 0 (unstable in rat liver microsomes). (6) The compound is Cc1ccc(-c2nc(C)c([C@H](OC(C)(C)C)C(=O)O)c(-c3ccc(Cl)cc3)c2C)cc1C. The result is 0 (unstable in rat liver microsomes). (7) The compound is COc1ccc(N(C)C(=O)c2cc3c(s2)-c2ccccc2OC3)cc1. The result is 1 (stable in rat liver microsomes). (8) The molecule is C=C[C@@H]1C[C@]1(NC(=O)[C@@H]1C[C@@](OC)(c2ccc(-c3cc(C)ccc3OC)nc2)CN1C(=O)[C@@H](NC(=O)OC1CCCC1)C(C)(C)C)C(=O)NS(=O)(=O)C1CC1. The result is 0 (unstable in rat liver microsomes).